This data is from Forward reaction prediction with 1.9M reactions from USPTO patents (1976-2016). The task is: Predict the product of the given reaction. Given the reactants [NH2:1][C:2]1[CH:10]=[CH:9][CH:8]=[C:7]2[C:3]=1[CH:4]=[N:5][N:6]2[C:11]([C:18]1[CH:23]=[CH:22][C:21]([Cl:24])=[CH:20][CH:19]=1)([CH2:16][CH3:17])[C:12]([O:14][CH3:15])=[O:13].CN1CCOCC1.[CH3:32][S:33](Cl)(=[O:35])=[O:34], predict the reaction product. The product is: [Cl:24][C:21]1[CH:20]=[CH:19][C:18]([C:11]([N:6]2[C:7]3[C:3](=[C:2]([NH:1][S:33]([CH3:32])(=[O:35])=[O:34])[CH:10]=[CH:9][CH:8]=3)[CH:4]=[N:5]2)([CH2:16][CH3:17])[C:12]([O:14][CH3:15])=[O:13])=[CH:23][CH:22]=1.